From a dataset of Peptide-MHC class I binding affinity with 185,985 pairs from IEDB/IMGT. Regression. Given a peptide amino acid sequence and an MHC pseudo amino acid sequence, predict their binding affinity value. This is MHC class I binding data. (1) The peptide sequence is HPLSHFVNL. The MHC is HLA-B58:01 with pseudo-sequence HLA-B58:01. The binding affinity (normalized) is 0.0847. (2) The peptide sequence is RLIRGKMTL. The MHC is HLA-A02:06 with pseudo-sequence HLA-A02:06. The binding affinity (normalized) is 0.370. (3) The peptide sequence is STQSVLCVK. The MHC is HLA-A11:01 with pseudo-sequence HLA-A11:01. The binding affinity (normalized) is 1.00. (4) The peptide sequence is SCRVKLSAL. The MHC is HLA-A29:02 with pseudo-sequence HLA-A29:02. The binding affinity (normalized) is 0.0847. (5) The peptide sequence is NLEELTTVFI. The MHC is HLA-A02:06 with pseudo-sequence HLA-A02:06. The binding affinity (normalized) is 0.129. (6) The binding affinity (normalized) is 0. The MHC is HLA-A02:01 with pseudo-sequence HLA-A02:01. The peptide sequence is RLRAEAQVK.